This data is from Reaction yield outcomes from USPTO patents with 853,638 reactions. The task is: Predict the reaction yield, written as a fraction of the theoretical maximum amount of product (1.0 means a 100% yield; for example, 0.34 means a 34% yield). (1) The reactants are [C:1]([C:3]1[CH:4]=[C:5]([C:9]2[CH:10]=[CH:11][C:12]3[O:16][C:15]([C:17]4[CH:22]=[CH:21][C:20]([F:23])=[CH:19][CH:18]=4)=[C:14]([C:24]([NH:26][CH3:27])=[O:25])[C:13]=3[CH:28]=2)[CH:6]=[CH:7][CH:8]=1)#[N:2].N[C@@H:30]([C:33]1[CH:38]=[CH:37][CH:36]=[CH:35][CH:34]=1)[CH2:31][OH:32]. The catalyst is C1(Cl)C=CC=CC=1.[Cl-].[Zn+2].[Cl-]. The product is [F:23][C:20]1[CH:21]=[CH:22][C:17]([C:15]2[O:16][C:12]3[CH:11]=[CH:10][C:9]([C:5]4[CH:6]=[CH:7][CH:8]=[C:3]([C:1]5[O:32][CH2:31][C@H:30]([C:33]6[CH:38]=[CH:37][CH:36]=[CH:35][CH:34]=6)[N:2]=5)[CH:4]=4)=[CH:28][C:13]=3[C:14]=2[C:24]([NH:26][CH3:27])=[O:25])=[CH:18][CH:19]=1. The yield is 0.230. (2) The reactants are [B:1]([C:4]1[CH:5]=[C:6]([CH:10]=[CH:11][CH:12]=1)[C:7]([OH:9])=O)([OH:3])[OH:2].CCN=C=NCCCN(C)C.[NH2:24][CH2:25][CH2:26][O:27][CH2:28][CH2:29][O:30][CH2:31][CH2:32][NH:33][C:34](=[O:60])[CH2:35][C@@H:36]1[N:42]=[C:41]([C:43]2[CH:48]=[CH:47][C:46]([Cl:49])=[CH:45][CH:44]=2)[C:40]2[CH:50]=[C:51]([O:54][CH3:55])[CH:52]=[CH:53][C:39]=2[N:38]2[C:56]([CH3:59])=[N:57][N:58]=[C:37]12. The catalyst is C(Cl)Cl.CN(C=O)C.CN(C1C=CN=CC=1)C. The product is [Cl:49][C:46]1[CH:45]=[CH:44][C:43]([C:41]2[C:40]3[CH:50]=[C:51]([O:54][CH3:55])[CH:52]=[CH:53][C:39]=3[N:38]3[C:56]([CH3:59])=[N:57][N:58]=[C:37]3[C@H:36]([CH2:35][C:34]([NH:33][CH2:32][CH2:31][O:30][CH2:29][CH2:28][O:27][CH2:26][CH2:25][NH:24][C:7]([C:6]3[CH:5]=[C:4]([B:1]([OH:2])[OH:3])[CH:12]=[CH:11][CH:10]=3)=[O:9])=[O:60])[N:42]=2)=[CH:48][CH:47]=1. The yield is 0.315. (3) The reactants are [CH3:1][O:2][CH2:3][O:4][C:5]1[CH:10]=[C:9]([O:11][CH2:12][O:13][CH3:14])[CH:8]=[CH:7][C:6]=1[C:15]1[CH2:24][CH2:23][C:18]2([O:22][CH2:21][CH2:20][O:19]2)[CH2:17][CH:16]=1. The catalyst is [Pd]. The product is [CH3:1][O:2][CH2:3][O:4][C:5]1[CH:10]=[C:9]([O:11][CH2:12][O:13][CH3:14])[CH:8]=[CH:7][C:6]=1[CH:15]1[CH2:24][CH2:23][C:18]2([O:19][CH2:20][CH2:21][O:22]2)[CH2:17][CH2:16]1. The yield is 1.00. (4) The reactants are ClC1C([O:9][C:10]2[CH:17]=[C:16]([O:18][CH2:19][CH2:20][CH2:21][O:22][CH3:23])[CH:15]=[CH:14][C:11]=2[CH:12]=O)=NC=C(Cl)C=1.[CH3:24][O:25][CH2:26][C:27]([O:29][CH3:30])=[O:28].CC(C)([O-])C.[Na+].O. The catalyst is O1CCCC1. The product is [OH:9][C:10]1[CH:17]=[C:16]([O:18][CH2:19][CH2:20][CH2:21][O:22][CH3:23])[CH:15]=[CH:14][C:11]=1/[CH:12]=[C:26](\[O:25][CH3:24])/[C:27]([O:29][CH3:30])=[O:28]. The yield is 0.690.